The task is: Predict the reaction yield, written as a fraction of the theoretical maximum amount of product (1.0 means a 100% yield; for example, 0.34 means a 34% yield).. This data is from Reaction yield outcomes from USPTO patents with 853,638 reactions. (1) The reactants are [Br:1][C:2]1[CH:10]=[C:6]([C:7]([OH:9])=O)[C:5]([OH:11])=[CH:4][CH:3]=1.[F:12][C:13]([F:26])([F:25])[C:14]1[CH:15]=[C:16]([CH:18]=[C:19]([C:21]([F:24])([F:23])[F:22])[CH:20]=1)[NH2:17]. No catalyst specified. The product is [Br:1][C:2]1[CH:3]=[CH:4][C:5]([OH:11])=[C:6]([CH:10]=1)[C:7]([NH:17][C:16]1[CH:18]=[C:19]([C:21]([F:22])([F:23])[F:24])[CH:20]=[C:14]([C:13]([F:12])([F:25])[F:26])[CH:15]=1)=[O:9]. The yield is 0.885. (2) The reactants are Cl.[P:2]([O:10][C:11]1[CH:16]=[CH:15][C:14]([CH2:17][O:18][Si](C(C)(C)C)(C)C)=[CH:13][CH:12]=1)([O:7][CH2:8][CH3:9])([O:4][CH2:5][CH3:6])=[O:3].C(=O)(O)[O-].[Na+]. The catalyst is C(O)C. The product is [P:2]([O:10][C:11]1[CH:12]=[CH:13][C:14]([CH2:17][OH:18])=[CH:15][CH:16]=1)([O:7][CH2:8][CH3:9])([O:4][CH2:5][CH3:6])=[O:3]. The yield is 0.980. (3) The reactants are [C:1]1(=O)[CH2:6][CH2:5][CH2:4][C:3](=[O:7])[CH2:2]1.C(OC([N:18]([CH3:20])C)N(C)C)(C)(C)C.Cl.Cl.[NH2:23]N. The catalyst is C(O)=O. The product is [N:23]1[NH:18][CH:20]=[C:2]2[C:1]=1[CH2:6][CH2:5][CH2:4][C:3]2=[O:7]. The yield is 0.820. (4) The reactants are [O:1]1[CH2:6][CH2:5][CH2:4][CH2:3][CH:2]1[C:7]([OH:9])=O.C(Cl)(=O)C([Cl:13])=O. The catalyst is C(Cl)Cl.CN(C=O)C. The product is [O:1]1[CH2:6][CH2:5][CH2:4][CH2:3][CH:2]1[C:7]([Cl:13])=[O:9]. The yield is 0.990. (5) The reactants are [C:1]([C:5]1[N:9]([C:10]2[CH:11]=[C:12]([C:16]3[CH:21]=[CH:20][CH:19]=[CH:18][C:17]=3[Cl:22])[CH:13]=[CH:14][CH:15]=2)[N:8]=[C:7]([C:23]([OH:25])=O)[CH:6]=1)([CH3:4])([CH3:3])[CH3:2].C1C=CC2N(O)N=[N:32]C=2C=1.C(N(CC)C(C)C)C.[Cl-].[NH4+]. The catalyst is CN(C=O)C. The product is [C:1]([C:5]1[N:9]([C:10]2[CH:11]=[C:12]([C:16]3[CH:21]=[CH:20][CH:19]=[CH:18][C:17]=3[Cl:22])[CH:13]=[CH:14][CH:15]=2)[N:8]=[C:7]([C:23]([NH2:32])=[O:25])[CH:6]=1)([CH3:4])([CH3:2])[CH3:3]. The yield is 0.640. (6) The reactants are [O:1]1[C:5]2[CH:6]=[CH:7][C:8]([C:10]3[S:11][CH:12]=[C:13]([C:15]([OH:17])=O)[N:14]=3)=[CH:9][C:4]=2[CH2:3][CH2:2]1.[NH2:18][C:19]1[S:20][C:21]([C:24]([O:26][CH2:27][CH3:28])=[O:25])=[CH:22][N:23]=1.CN(C(ON1N=NC2C=CC=CC1=2)=[N+](C)C)C.F[P-](F)(F)(F)(F)F. The catalyst is N1C=CC=CC=1. The product is [O:1]1[C:5]2[CH:6]=[CH:7][C:8]([C:10]3[S:11][CH:12]=[C:13]([C:15]([NH:18][C:19]4[S:20][C:21]([C:24]([O:26][CH2:27][CH3:28])=[O:25])=[CH:22][N:23]=4)=[O:17])[N:14]=3)=[CH:9][C:4]=2[CH2:3][CH2:2]1. The yield is 0.530. (7) The reactants are Cl.Cl.[N:3]1([C:9]2[C:10]([N:15]3[CH2:20][CH2:19][CH:18]([OH:21])[CH2:17][CH2:16]3)=[N:11][CH:12]=[CH:13][CH:14]=2)[CH2:8][CH2:7][NH:6][CH2:5][CH2:4]1.[OH-].[Na+]. The catalyst is [Cl-].[Na+]. The product is [N:3]1([C:9]2[C:10]([N:15]3[CH2:16][CH2:17][CH:18]([OH:21])[CH2:19][CH2:20]3)=[N:11][CH:12]=[CH:13][CH:14]=2)[CH2:4][CH2:5][NH:6][CH2:7][CH2:8]1. The yield is 0.941. (8) The catalyst is CN(C=O)C. The yield is 0.880. The reactants are [OH:1][CH:2]1[CH:7]([C:8]2[CH:13]=[CH:12][C:11]([OH:14])=[CH:10][CH:9]=2)[CH2:6][CH2:5][N:4]([C:15]([O:17][C:18]([CH3:21])([CH3:20])[CH3:19])=[O:16])[CH2:3]1.Cl[CH2:23][CH2:24][CH2:25][O:26][CH2:27][C:28]1[CH:33]=[CH:32][CH:31]=[CH:30][C:29]=1[O:34][CH3:35].C(=O)([O-])[O-].[K+].[K+]. The product is [OH:1][CH:2]1[CH:7]([C:8]2[CH:9]=[CH:10][C:11]([O:14][CH2:23][CH2:24][CH2:25][O:26][CH2:27][C:28]3[CH:33]=[CH:32][CH:31]=[CH:30][C:29]=3[O:34][CH3:35])=[CH:12][CH:13]=2)[CH2:6][CH2:5][N:4]([C:15]([O:17][C:18]([CH3:21])([CH3:20])[CH3:19])=[O:16])[CH2:3]1. (9) The reactants are [CH:1]1([C:4]2[CH:10]=[CH:9][C:7](N)=[C:6]([F:11])[CH:5]=2)[CH2:3][CH2:2]1.S(=O)(=O)(O)O.N([O-])=O.[Na+].[I-:21].[K+]. The catalyst is O.C(Cl)Cl. The product is [CH:1]1([C:4]2[CH:10]=[CH:9][C:7]([I:21])=[C:6]([F:11])[CH:5]=2)[CH2:3][CH2:2]1. The yield is 0.713.